Predict the reactants needed to synthesize the given product. From a dataset of Full USPTO retrosynthesis dataset with 1.9M reactions from patents (1976-2016). (1) Given the product [O:4]1[C:8]2=[C:9]([N:13]3[CH2:18][CH2:17][N:16]([CH2:19][CH2:20][C@H:21]4[CH2:26][CH2:25][C@H:24]([NH:27][C:32]([CH:30]5[CH2:31][C:29]5([F:35])[F:28])=[O:33])[CH2:23][CH2:22]4)[CH2:15][CH2:14]3)[N:10]=[CH:11][CH:12]=[C:7]2[CH2:6][CH2:5]1, predict the reactants needed to synthesize it. The reactants are: Cl.Cl.Cl.[O:4]1[C:8]2=[C:9]([N:13]3[CH2:18][CH2:17][N:16]([CH2:19][CH2:20][C@H:21]4[CH2:26][CH2:25][C@H:24]([NH2:27])[CH2:23][CH2:22]4)[CH2:15][CH2:14]3)[N:10]=[CH:11][CH:12]=[C:7]2[CH2:6][CH2:5]1.[F:28][C:29]1([F:35])[CH2:31][CH:30]1[C:32](O)=[O:33]. (2) The reactants are: CS(O[CH2:6][CH2:7][CH:8]([C:23]1[CH:28]=[CH:27][C:26]([C:29]([F:32])([F:31])[F:30])=[CH:25][CH:24]=1)[C:9]1[C:17]2[C:12](=[C:13]([NH:18][S:19]([CH3:22])(=[O:21])=[O:20])[CH:14]=[CH:15][CH:16]=2)[NH:11][CH:10]=1)(=O)=O.[C-]#[N:34].[K+].C(O[CH2:40][CH3:41])(=O)C. Given the product [C:40]([CH2:41][CH2:6][CH2:7][CH:8]([C:9]1[C:17]2[C:12](=[C:13]([NH:18][S:19]([CH3:22])(=[O:21])=[O:20])[CH:14]=[CH:15][CH:16]=2)[NH:11][CH:10]=1)[C:23]1[CH:28]=[CH:27][C:26]([C:29]([F:30])([F:31])[F:32])=[CH:25][CH:24]=1)#[N:34], predict the reactants needed to synthesize it.